Dataset: Peptide-MHC class I binding affinity with 185,985 pairs from IEDB/IMGT. Task: Regression. Given a peptide amino acid sequence and an MHC pseudo amino acid sequence, predict their binding affinity value. This is MHC class I binding data. The peptide sequence is SEKTHIHIF. The MHC is HLA-B35:01 with pseudo-sequence HLA-B35:01. The binding affinity (normalized) is 0.0847.